Dataset: Merck oncology drug combination screen with 23,052 pairs across 39 cell lines. Task: Regression. Given two drug SMILES strings and cell line genomic features, predict the synergy score measuring deviation from expected non-interaction effect. (1) Drug 1: O=C(CCCCCCC(=O)Nc1ccccc1)NO. Drug 2: CCc1c2c(nc3ccc(O)cc13)-c1cc3c(c(=O)n1C2)COC(=O)C3(O)CC. Cell line: NCIH1650. Synergy scores: synergy=4.57. (2) Drug 1: COC1CC2CCC(C)C(O)(O2)C(=O)C(=O)N2CCCCC2C(=O)OC(C(C)CC2CCC(OP(C)(C)=O)C(OC)C2)CC(=O)C(C)C=C(C)C(O)C(OC)C(=O)C(C)CC(C)C=CC=CC=C1C. Drug 2: COC1=C2CC(C)CC(OC)C(O)C(C)C=C(C)C(OC(N)=O)C(OC)C=CC=C(C)C(=O)NC(=CC1=O)C2=O. Cell line: A427. Synergy scores: synergy=23.4.